Dataset: Peptide-MHC class I binding affinity with 185,985 pairs from IEDB/IMGT. Task: Regression. Given a peptide amino acid sequence and an MHC pseudo amino acid sequence, predict their binding affinity value. This is MHC class I binding data. (1) The peptide sequence is PPYCTIAPVGI. The MHC is HLA-B51:01 with pseudo-sequence HLA-B51:01. The binding affinity (normalized) is 0.0177. (2) The peptide sequence is FQESFYEDIA. The MHC is HLA-A02:06 with pseudo-sequence HLA-A02:06. The binding affinity (normalized) is 0.472. (3) The peptide sequence is LGYPFAWFL. The MHC is HLA-A31:01 with pseudo-sequence HLA-A31:01. The binding affinity (normalized) is 0.0847.